The task is: Predict which catalyst facilitates the given reaction.. This data is from Catalyst prediction with 721,799 reactions and 888 catalyst types from USPTO. (1) Reactant: [Cl:1][C:2]1[CH:7]=[CH:6][C:5]([C:8]2[NH:17][C:16](=O)[C:15]3[C:10](=[CH:11][C:12]([C:19]([F:22])([F:21])[F:20])=[CH:13][CH:14]=3)[N:9]=2)=[CH:4][CH:3]=1.P(Cl)(Cl)([Cl:25])=O. Product: [Cl:25][C:16]1[C:15]2[C:10](=[CH:11][C:12]([C:19]([F:22])([F:21])[F:20])=[CH:13][CH:14]=2)[N:9]=[C:8]([C:5]2[CH:6]=[CH:7][C:2]([Cl:1])=[CH:3][CH:4]=2)[N:17]=1. The catalyst class is: 12. (2) Reactant: Cl[CH2:2][C:3]1[C:12]2[C:7](=[C:8]([CH3:14])[C:9]([OH:13])=[CH:10][CH:11]=2)[O:6][C:5](=[O:15])[CH:4]=1.S(=O)(=O)(O)[OH:17]. Product: [OH:13][C:9]1[CH:10]=[CH:11][C:12]2[C:3]([CH2:4][C:5]([OH:15])=[O:17])=[CH:2][O:6][C:7]=2[C:8]=1[CH3:14]. The catalyst class is: 611. (3) Reactant: C([O:3][CH:4](OCC)[CH2:5][NH:6][C:7]([C:9]1[S:17][C:16]2[C:11](=[N:12][CH:13]=[CH:14][C:15]=2[O:18][C:19]2[CH:24]=[CH:23][C:22]([NH:25][C:26]([NH:28][C:29]3[CH:34]=[C:33]([CH3:35])[CH:32]=[CH:31][C:30]=3[F:36])=[O:27])=[C:21]([F:37])[CH:20]=2)[CH:10]=1)=[O:8])C.Cl.O.C([O-])(O)=O.[Na+]. Product: [F:37][C:21]1[CH:20]=[C:19]([CH:24]=[CH:23][C:22]=1[NH:25][C:26]([NH:28][C:29]1[CH:34]=[C:33]([CH3:35])[CH:32]=[CH:31][C:30]=1[F:36])=[O:27])[O:18][C:15]1[CH:14]=[CH:13][N:12]=[C:11]2[CH:10]=[C:9]([C:7]([NH:6][CH2:5][CH:4]=[O:3])=[O:8])[S:17][C:16]=12. The catalyst class is: 1. (4) Reactant: C(Cl)(=O)C(Cl)=O.CS(C)=O.[C:11]([SiH2:15][O:16][C:17]([CH3:43])([CH3:42])[C@@:18]([NH:38][C:39](=[O:41])[CH3:40])([CH3:37])[CH2:19][CH2:20][C:21]1[CH:26]=[CH:25][C:24]([CH:27]([OH:36])[CH2:28][CH2:29][CH2:30][CH2:31][C:32]([F:35])([F:34])[F:33])=[CH:23][CH:22]=1)([CH3:14])([CH3:13])[CH3:12].C(N(CC)CC)C. Product: [C:11]([SiH2:15][O:16][C:17]([CH3:43])([CH3:42])[C@@:18]([NH:38][C:39](=[O:41])[CH3:40])([CH3:37])[CH2:19][CH2:20][C:21]1[CH:26]=[CH:25][C:24]([C:27](=[O:36])[CH2:28][CH2:29][CH2:30][CH2:31][C:32]([F:35])([F:33])[F:34])=[CH:23][CH:22]=1)([CH3:14])([CH3:12])[CH3:13]. The catalyst class is: 2. (5) Reactant: [F:1][C:2]1[CH:3]=[C:4]2[C:8](=[CH:9][CH:10]=1)[NH:7][CH:6]=[C:5]2[CH:11]1[CH2:15][CH2:14][C:13](=O)[CH2:12]1.[CH2:17]([NH2:24])[C:18]1[CH:23]=[CH:22][CH:21]=[CH:20][CH:19]=1.C(O)(=O)C.C(O[BH-](OC(=O)C)OC(=O)C)(=O)C.[Na+]. Product: [CH2:17]([NH:24][CH:13]1[CH2:14][CH2:15][CH:11]([C:5]2[C:4]3[C:8](=[CH:9][CH:10]=[C:2]([F:1])[CH:3]=3)[NH:7][CH:6]=2)[CH2:12]1)[C:18]1[CH:23]=[CH:22][CH:21]=[CH:20][CH:19]=1. The catalyst class is: 74. (6) Reactant: N#N.[CH3:3][C:4]1([C:9]2[CH:10]=[C:11]([CH2:15][C:16]([OH:18])=O)[CH:12]=[CH:13][CH:14]=2)[O:8][CH2:7][CH2:6][O:5]1.C1C=CC2N(O)N=NC=2C=1.C(Cl)CCl.CCN(C(C)C)C(C)C.Cl.[CH3:43][O:44][C:45](=[O:50])[C@H:46]([CH2:48][OH:49])[NH2:47]. Product: [CH3:43][O:44][C:45](=[O:50])[CH:46]([NH:47][C:16](=[O:18])[CH2:15][C:11]1[CH:12]=[CH:13][CH:14]=[C:9]([C:4]2([CH3:3])[O:5][CH2:6][CH2:7][O:8]2)[CH:10]=1)[CH2:48][OH:49]. The catalyst class is: 808. (7) Reactant: [F:1][C:2]1[C:35]([F:36])=[CH:34][CH:33]=[CH:32][C:3]=1[CH2:4][NH:5][C:6](=[O:31])[N:7]([C@H:9]([CH2:16][O:17][C:18](=[O:30])[NH:19][C:20]1[N:21]=[CH:22][C:23]2[C:28]([CH:29]=1)=[CH:27][CH:26]=[CH:25][CH:24]=2)[CH2:10][CH2:11][CH2:12][C:13](O)=[O:14])[CH3:8].C(N(CC)CC)C.ClC(OC(C)C)=O.[BH4-].[Na+]. Product: [CH:22]1[C:23]2[C:28](=[CH:27][CH:26]=[CH:25][CH:24]=2)[CH:29]=[C:20]([NH:19][C:18](=[O:30])[O:17][CH2:16][C@@H:9]([N:7]([CH3:8])[C:6]([NH:5][CH2:4][C:3]2[CH:32]=[CH:33][CH:34]=[C:35]([F:36])[C:2]=2[F:1])=[O:31])[CH2:10][CH2:11][CH2:12][CH2:13][OH:14])[N:21]=1. The catalyst class is: 20. (8) Reactant: F[C:2]1[CH:3]=[C:4]([C:6]([N+:9]([O-:11])=[O:10])=[CH:7][CH:8]=1)[NH2:5].[CH3:12][N:13]([CH3:17])[CH2:14][CH2:15][OH:16].[OH-].[K+]. Product: [CH3:12][N:13]([CH3:17])[CH2:14][CH2:15][O:16][C:2]1[CH:8]=[CH:7][C:6]([N+:9]([O-:11])=[O:10])=[C:4]([NH2:5])[CH:3]=1. The catalyst class is: 93. (9) The catalyst class is: 42. Product: [ClH:33].[CH3:12][O:13][C:14](=[O:32])[C@@H:15]([NH2:16])[CH2:24][C:25]1[CH:26]=[CH:27][C:28]([O:31][CH2:8][C:9]#[C:10][CH3:11])=[CH:29][CH:30]=1. Reactant: C(=O)([O-])[O-].[K+].[K+].Br[CH2:8][C:9]#[C:10][CH3:11].[CH3:12][O:13][C:14](=[O:32])[C@H:15]([CH2:24][C:25]1[CH:30]=[CH:29][C:28]([OH:31])=[CH:27][CH:26]=1)[NH:16]C(OC(C)(C)C)=O.[ClH:33].C(OCC)(=O)C.